From a dataset of Catalyst prediction with 721,799 reactions and 888 catalyst types from USPTO. Predict which catalyst facilitates the given reaction. (1) Reactant: [Cl:1][C:2]1[CH:7]=[CH:6][C:5]([C:8]2[N:9]([CH2:22][C:23]3[CH:28]=[CH:27][C:26]([O:29][CH3:30])=[CH:25][CH:24]=3)[C:10](=[O:21])[N:11]([S:13]([C:16]3[NH:20][N:19]=[CH:18][N:17]=3)(=[O:15])=[O:14])[N:12]=2)=[CH:4][CH:3]=1.C(N(CC)C(C)C)(C)C.[F:40][C:41]([F:51])([F:50])[C:42]1[CH:49]=[CH:48][CH:47]=[CH:46][C:43]=1[CH2:44]Br. Product: [Cl:1][C:2]1[CH:7]=[CH:6][C:5]([C:8]2[N:9]([CH2:22][C:23]3[CH:28]=[CH:27][C:26]([O:29][CH3:30])=[CH:25][CH:24]=3)[C:10](=[O:21])[N:11]([S:13]([C:16]3[N:20]([CH2:44][C:43]4[CH:46]=[CH:47][CH:48]=[CH:49][C:42]=4[C:41]([F:40])([F:50])[F:51])[N:19]=[CH:18][N:17]=3)(=[O:15])=[O:14])[N:12]=2)=[CH:4][CH:3]=1. The catalyst class is: 4. (2) Reactant: [H-].[Na+].[CH3:3][S:4]([NH2:7])(=[O:6])=[O:5].[CH2:8]([C:10]1[N:14]([C:15]2[CH:16]=[C:17]([CH:21]3[C:30]([CH3:32])([CH3:31])[CH2:29][C:28]4[C:23](=[CH:24][CH:25]=[C:26]([C:33](O)=[O:34])[CH:27]=4)[NH:22]3)[CH:18]=[CH:19][CH:20]=2)[N:13]=[N:12][N:11]=1)[CH3:9].C(N1C=CN=C1)(N1C=CN=C1)=O. Product: [CH2:8]([C:10]1[N:14]([C:15]2[CH:16]=[C:17]([CH:21]3[C:30]([CH3:31])([CH3:32])[CH2:29][C:28]4[C:23](=[CH:24][CH:25]=[C:26]([C:33]([NH:7][S:4]([CH3:3])(=[O:6])=[O:5])=[O:34])[CH:27]=4)[NH:22]3)[CH:18]=[CH:19][CH:20]=2)[N:13]=[N:12][N:11]=1)[CH3:9]. The catalyst class is: 9. (3) Reactant: [CH3:1][CH:2]([O:27][C:28](=[O:30])[CH3:29])[CH:3]([NH:10][C:11]1[CH:16]=[CH:15][CH:14]=[C:13]([CH3:17])[C:12]=1[C:18](=[O:26])[NH:19][C:20]1[CH:25]=[CH:24][CH:23]=[CH:22][CH:21]=1)N1CCCCC1. Product: [CH3:17][C:13]1[CH:14]=[CH:15][CH:16]=[C:11]2[C:12]=1[C:18](=[O:26])[N:19]([C:20]1[CH:21]=[CH:22][CH:23]=[CH:24][CH:25]=1)[C:3]([CH:2]([O:27][C:28](=[O:30])[CH3:29])[CH3:1])=[N:10]2. The catalyst class is: 10. (4) Reactant: [C:1]([O:9][C@:10]1([CH3:47])[CH:14]([O:15][C:16](=[O:23])[C:17]2[CH:22]=[CH:21][CH:20]=[CH:19][CH:18]=2)[CH:13]([CH2:24][O:25][C:26](=[O:33])[C:27]2[CH:32]=[CH:31][CH:30]=[CH:29][CH:28]=2)[O:12][C@H:11]1[N:34]1[C:38]2[N:39]=[CH:40][N:41]=[C:42]([NH2:43])[C:37]=2[C:36]([C:44]#[N:45])=[C:35]1Br)(=[O:8])[C:2]1[CH:7]=[CH:6][CH:5]=[CH:4][CH:3]=1.C([O-])=O.[NH4+].CO. Product: [C:1]([O:9][C@:10]1([CH3:47])[CH:14]([O:15][C:16](=[O:23])[C:17]2[CH:22]=[CH:21][CH:20]=[CH:19][CH:18]=2)[CH:13]([CH2:24][O:25][C:26](=[O:33])[C:27]2[CH:32]=[CH:31][CH:30]=[CH:29][CH:28]=2)[O:12][C@H:11]1[N:34]1[C:38]2[N:39]=[CH:40][N:41]=[C:42]([NH2:43])[C:37]=2[C:36]([C:44]#[N:45])=[CH:35]1)(=[O:8])[C:2]1[CH:7]=[CH:6][CH:5]=[CH:4][CH:3]=1. The catalyst class is: 78. (5) Reactant: [CH3:1][O:2][C:3]1[CH:8]=[CH:7][CH:6]=[CH:5][C:4]=1[C:9]1[CH:14]=[CH:13][C:12]([N+:15]([O-])=O)=[CH:11][CH:10]=1.C([O-])=O.[NH4+]. Product: [CH3:1][O:2][C:3]1[CH:8]=[CH:7][CH:6]=[CH:5][C:4]=1[C:9]1[CH:10]=[CH:11][C:12]([NH2:15])=[CH:13][CH:14]=1. The catalyst class is: 19. (6) The catalyst class is: 4. Reactant: [CH3:1][S:2][C:3]1[O:4][C:5]2[CH:11]=[CH:10][CH:9]=[CH:8][C:6]=2[N:7]=1.F[B-](F)(F)F.[CH3:17][O+](C)C. Product: [CH3:1][S:2][CH:3]1[N:7]([CH3:17])[C:6]2[CH:8]=[CH:9][CH:10]=[CH:11][C:5]=2[O:4]1. (7) Reactant: C(=O)([O-])[O-].[K+].[K+].[Cl:7][C:8]1[CH:13]=[CH:12][C:11]([C:14]2[N:15]([CH2:20][C:21]3[CH:26]=[CH:25][C:24]([O:27][CH3:28])=[CH:23][CH:22]=3)[C:16](=[O:19])[NH:17][N:18]=2)=[CH:10][CH:9]=1.Cl[CH2:30][C:31]([O:33][CH2:34][CH3:35])=[O:32]. Product: [Cl:7][C:8]1[CH:13]=[CH:12][C:11]([C:14]2[N:15]([CH2:20][C:21]3[CH:26]=[CH:25][C:24]([O:27][CH3:28])=[CH:23][CH:22]=3)[C:16](=[O:19])[N:17]([CH2:30][C:31]([O:33][CH2:34][CH3:35])=[O:32])[N:18]=2)=[CH:10][CH:9]=1. The catalyst class is: 10.